This data is from Forward reaction prediction with 1.9M reactions from USPTO patents (1976-2016). The task is: Predict the product of the given reaction. (1) Given the reactants [F:1][C:2]1[CH:7]=[C:6]([F:8])[CH:5]=[CH:4][C:3]=1B(O)O.Cl[C:13]1[CH:18]=[C:17](Cl)[N:16]=[CH:15][N:14]=1.[IH:20], predict the reaction product. The product is: [I:20][C:13]1[CH:18]=[C:17]([C:3]2[CH:4]=[CH:5][C:6]([F:8])=[CH:7][C:2]=2[F:1])[N:16]=[CH:15][N:14]=1. (2) The product is: [CH2:13]([C@H:11]1[CH2:12][NH:8][CH2:9][C@@H:10]1[CH2:20][N:21]([CH2:29][C:30]1[CH:31]=[C:32]([CH:33]=[CH:34][CH:35]=1)[CH2:36][NH:37][C:38](=[O:40])[CH3:39])[C:22]1[CH:27]=[CH:26][C:25]([Cl:28])=[CH:24][CH:23]=1)[C:14]1[CH:19]=[CH:18][CH:17]=[CH:16][CH:15]=1. Given the reactants C(OC([N:8]1[CH2:12][C@H:11]([CH2:13][C:14]2[CH:19]=[CH:18][CH:17]=[CH:16][CH:15]=2)[C@@H:10]([CH2:20][N:21]([CH2:29][C:30]2[CH:35]=[CH:34][CH:33]=[C:32]([CH2:36][NH:37][C:38](=[O:40])[CH3:39])[CH:31]=2)[C:22]2[CH:27]=[CH:26][C:25]([Cl:28])=[CH:24][CH:23]=2)[CH2:9]1)=O)(C)(C)C.Cl.O1CCOCC1.C([O-])(O)=O.[Na+], predict the reaction product. (3) Given the reactants [CH:1]([NH:4][CH2:5][C:6]1[O:10][N:9]=[C:8]([C:11]2[CH:16]=[CH:15][C:14]([CH3:17])=[CH:13][CH:12]=2)[N:7]=1)([CH3:3])[CH3:2].C(N(CC)CC)C.[C:25]1([CH3:36])[CH:30]=[CH:29][C:28]([O:31][CH2:32][C:33](Cl)=[O:34])=[CH:27][CH:26]=1, predict the reaction product. The product is: [CH:1]([N:4]([CH2:5][C:6]1[O:10][N:9]=[C:8]([C:11]2[CH:12]=[CH:13][C:14]([CH3:17])=[CH:15][CH:16]=2)[N:7]=1)[C:33](=[O:34])[CH2:32][O:31][C:28]1[CH:29]=[CH:30][C:25]([CH3:36])=[CH:26][CH:27]=1)([CH3:3])[CH3:2]. (4) Given the reactants [NH:1]1[C:9]2[C:4](=[CH:5][C:6]([NH:10][C:11]3[C:12]4[CH:19]=[C:18]([C:20]([OH:22])=O)[NH:17][C:13]=4[N:14]=[CH:15][N:16]=3)=[CH:7][CH:8]=2)[CH:3]=[N:2]1.[CH3:23][N:24]1[CH2:29][CH2:28][NH:27][CH2:26][CH2:25]1, predict the reaction product. The product is: [NH:1]1[C:9]2[C:4](=[CH:5][C:6]([NH:10][C:11]3[C:12]4[CH:19]=[C:18]([C:20]([N:27]5[CH2:28][CH2:29][N:24]([CH3:23])[CH2:25][CH2:26]5)=[O:22])[NH:17][C:13]=4[N:14]=[CH:15][N:16]=3)=[CH:7][CH:8]=2)[CH:3]=[N:2]1. (5) Given the reactants [N:1]([CH2:4][CH2:5][N:6]1[CH:10]=[C:9]([N:11]2[CH:16]=[CH:15][C:14](=[O:17])[C:13]([CH2:18][C:19]3[CH:20]=[C:21]([NH:25][C:26](=[O:30])[O:27][CH2:28][CH3:29])[CH:22]=[CH:23][CH:24]=3)=[N:12]2)[CH:8]=[N:7]1)=[N+]=[N-], predict the reaction product. The product is: [NH2:1][CH2:4][CH2:5][N:6]1[CH:10]=[C:9]([N:11]2[CH:16]=[CH:15][C:14](=[O:17])[C:13]([CH2:18][C:19]3[CH:20]=[C:21]([NH:25][C:26](=[O:30])[O:27][CH2:28][CH3:29])[CH:22]=[CH:23][CH:24]=3)=[N:12]2)[CH:8]=[N:7]1. (6) Given the reactants O1[C:5]2([CH2:10][CH2:9][CH:8]([CH2:11][CH2:12][N:13]3[C:22]4[C:17](=[CH:18][CH:19]=[C:20]([O:23][CH3:24])[CH:21]=4)[C:16]([CH3:25])=[CH:15][C:14]3=[O:26])[CH2:7][CH2:6]2)[O:4]CC1.FC(F)(F)C(O)=O, predict the reaction product. The product is: [CH3:24][O:23][C:20]1[CH:21]=[C:22]2[C:17]([C:16]([CH3:25])=[CH:15][C:14](=[O:26])[N:13]2[CH2:12][CH2:11][CH:8]2[CH2:9][CH2:10][C:5](=[O:4])[CH2:6][CH2:7]2)=[CH:18][CH:19]=1. (7) Given the reactants [C:1]([O:5][C:6]([NH:8][CH2:9][CH:10]1[CH2:15][CH2:14][CH:13]([C:16]([OH:18])=O)[CH2:12][CH2:11]1)=[O:7])([CH3:4])([CH3:3])[CH3:2].CCN(C(C)C)C(C)C.C1CN([P+](Br)(N2CCCC2)N2CCCC2)CC1.F[P-](F)(F)(F)(F)F.[Cl:52][C:53]1[CH:54]=[CH:55][C:56]2[NH:65][CH2:64][C:63]3[CH:62]=[N:61][N:60]([CH3:66])[C:59]=3[NH:58][C:57]=2[CH:67]=1, predict the reaction product. The product is: [C:1]([O:5][C:6](=[O:7])[NH:8][CH2:9][CH:10]1[CH2:11][CH2:12][CH:13]([C:16]([N:65]2[CH2:64][C:63]3[CH:62]=[N:61][N:60]([CH3:66])[C:59]=3[NH:58][C:57]3[CH:67]=[C:53]([Cl:52])[CH:54]=[CH:55][C:56]2=3)=[O:18])[CH2:14][CH2:15]1)([CH3:2])([CH3:3])[CH3:4].